This data is from Retrosynthesis with 50K atom-mapped reactions and 10 reaction types from USPTO. The task is: Predict the reactants needed to synthesize the given product. (1) Given the product CC(=O)COc1ccn(-c2ccc(Cl)cc2)n1, predict the reactants needed to synthesize it. The reactants are: CC(=O)CCl.Oc1ccn(-c2ccc(Cl)cc2)n1. (2) Given the product COc1ccc(C=CC(=O)NN=CC=Cc2ccc([N+](=O)[O-])o2)cn1, predict the reactants needed to synthesize it. The reactants are: COc1ccc(C=CC(=O)NN)cn1.O=CC=Cc1ccc([N+](=O)[O-])o1. (3) Given the product O=C(O)C(F)(F)F, predict the reactants needed to synthesize it. The reactants are: CC(C)=O.Cc1cc(COc2ccc(C(=O)NCC3(N4CCNCC4)C(=O)NC(=O)NC3=O)cc2)c2ccccc2n1. (4) Given the product CCNC(=O)c1ccc2[nH]nc(-c3nc4cc5c(cc4[nH]3)NC(=O)C5(C)C)c2c1, predict the reactants needed to synthesize it. The reactants are: CC1(C)C(=O)Nc2cc3[nH]c(-c4n[nH]c5ccc(C(=O)O)cc45)nc3cc21.CCN. (5) The reactants are: C1COCCN1.COc1ccc(C(C)C)cc1-c1ccc(OCc2ccccc2)cc1CN(Cc1cc(C(F)(F)F)cc(C(F)(F)F)c1)c1ncc(Br)cn1. Given the product COc1ccc(C(C)C)cc1-c1ccc(OCc2ccccc2)cc1CN(Cc1cc(C(F)(F)F)cc(C(F)(F)F)c1)c1ncc(N2CCOCC2)cn1, predict the reactants needed to synthesize it. (6) Given the product c1ccc(-c2ncc(-c3c[nH]c(C4CCN(c5cccnc5)CC4)n3)cn2)cc1, predict the reactants needed to synthesize it. The reactants are: Brc1cccnc1.c1ccc(-c2ncc(-c3c[nH]c(C4CCNCC4)n3)cn2)cc1.